Dataset: Reaction yield outcomes from USPTO patents with 853,638 reactions. Task: Predict the reaction yield, written as a fraction of the theoretical maximum amount of product (1.0 means a 100% yield; for example, 0.34 means a 34% yield). (1) The product is [NH2:17][C:13]1[CH:14]=[C:15]2[C:10](=[CH:11][CH:12]=1)[NH:9][C:8]([C:2]([CH3:7])([CH3:1])[C:3]([O:5][CH3:6])=[O:4])=[CH:16]2. The yield is 0.380. The reactants are [CH3:1][C:2]([C:8]1[NH:9][C:10]2[C:15]([CH:16]=1)=[CH:14][C:13]([N+:17]([O-])=O)=[CH:12][CH:11]=2)([CH3:7])[C:3]([O:5][CH3:6])=[O:4]. The catalyst is [Ni].CO. (2) The reactants are [C:1]([O:6][CH2:7][CH3:8])(=[O:5])[C:2]([CH3:4])=O.[O-]S([O-])(=O)=O.[Mg+2].[CH3:15][NH:16][NH2:17]. The catalyst is C(Cl)(Cl)Cl. The product is [CH3:15][NH:16][N:17]=[C:2]([CH3:4])[C:1]([O:6][CH2:7][CH3:8])=[O:5]. The yield is 0.940.